This data is from Peptide-MHC class I binding affinity with 185,985 pairs from IEDB/IMGT. The task is: Regression. Given a peptide amino acid sequence and an MHC pseudo amino acid sequence, predict their binding affinity value. This is MHC class I binding data. (1) The peptide sequence is TMMRHRREL. The MHC is HLA-A02:19 with pseudo-sequence HLA-A02:19. The binding affinity (normalized) is 0.0847. (2) The peptide sequence is QLMYALEPR. The MHC is HLA-A33:01 with pseudo-sequence HLA-A33:01. The binding affinity (normalized) is 0.0981. (3) The peptide sequence is REIGFIVPGL. The MHC is HLA-B45:01 with pseudo-sequence HLA-B45:01. The binding affinity (normalized) is 0.572.